Task: Predict which catalyst facilitates the given reaction.. Dataset: Catalyst prediction with 721,799 reactions and 888 catalyst types from USPTO (1) Reactant: Cl.Cl.[NH2:3][CH2:4][C@@H:5]([NH2:7])[CH3:6].[C:8](O[C:8]([O:10][C:11]([CH3:14])([CH3:13])[CH3:12])=[O:9])([O:10][C:11]([CH3:14])([CH3:13])[CH3:12])=[O:9].[OH-].[Na+]. Product: [NH2:7][C@@H:5]([CH3:6])[CH2:4][NH:3][C:8](=[O:9])[O:10][C:11]([CH3:14])([CH3:13])[CH3:12]. The catalyst class is: 24. (2) Reactant: [NH2:1][C:2]1[CH:7]=[C:6]([C:8]([F:11])([F:10])[F:9])[CH:5]=[CH:4][C:3]=1[OH:12].[CH3:13][O:14][CH2:15][C:16]1[CH:24]=[N:23][CH:22]=[CH:21][C:17]=1[C:18](O)=[O:19].CN([P+](ON1N=NC2C=CC=CC1=2)(N(C)C)N(C)C)C.F[P-](F)(F)(F)(F)F.C(N(CC)CC)C. Product: [OH:12][C:3]1[CH:4]=[CH:5][C:6]([C:8]([F:9])([F:10])[F:11])=[CH:7][C:2]=1[NH:1][C:18](=[O:19])[C:17]1[CH:21]=[CH:22][N:23]=[CH:24][C:16]=1[CH2:15][O:14][CH3:13]. The catalyst class is: 136.